This data is from Forward reaction prediction with 1.9M reactions from USPTO patents (1976-2016). The task is: Predict the product of the given reaction. Given the reactants C(OC([N:8]1[CH2:13][CH2:12][N:11]([C:14]2[N:19]=[C:18]([C:20]3[CH:25]=[CH:24][N:23]=[C:22]([NH:26][CH:27]4[CH2:32][CH2:31][O:30][CH2:29][CH2:28]4)[CH:21]=3)[CH:17]=[C:16]([C:33](=[O:35])[NH2:34])[CH:15]=2)[CH2:10][CH2:9]1)=O)(C)(C)C.C(O)(C(F)(F)F)=O, predict the reaction product. The product is: [N:11]1([C:14]2[N:19]=[C:18]([C:20]3[CH:25]=[CH:24][N:23]=[C:22]([NH:26][CH:27]4[CH2:32][CH2:31][O:30][CH2:29][CH2:28]4)[CH:21]=3)[CH:17]=[C:16]([C:33]([NH2:34])=[O:35])[CH:15]=2)[CH2:10][CH2:9][NH:8][CH2:13][CH2:12]1.